This data is from Reaction yield outcomes from USPTO patents with 853,638 reactions. The task is: Predict the reaction yield, written as a fraction of the theoretical maximum amount of product (1.0 means a 100% yield; for example, 0.34 means a 34% yield). The reactants are [CH:1]1([C:4]2[O:8][N:7]=[C:6]([C:9]([O:11]CC)=[O:10])[CH:5]=2)[CH2:3][CH2:2]1.[OH-].[Na+].Cl. No catalyst specified. The product is [CH:1]1([C:4]2[O:8][N:7]=[C:6]([C:9]([OH:11])=[O:10])[CH:5]=2)[CH2:2][CH2:3]1. The yield is 0.960.